From a dataset of Full USPTO retrosynthesis dataset with 1.9M reactions from patents (1976-2016). Predict the reactants needed to synthesize the given product. (1) Given the product [CH3:19][C:5]1([C:3]([OH:4])=[O:2])[C:6]2[CH:7]=[CH:8][CH:9]=[CH:10][C:11]=2[O:12][C:13]2[C:18]1=[CH:17][CH:16]=[CH:15][CH:14]=2, predict the reactants needed to synthesize it. The reactants are: C[O:2][C:3]([C:5]1([CH3:19])[C:18]2[CH:17]=[CH:16][CH:15]=[CH:14][C:13]=2[O:12][C:11]2[C:6]1=[CH:7][CH:8]=[CH:9][CH:10]=2)=[O:4]. (2) Given the product [C:1]([C:3]1[C:8]([CH2:9][CH:10]([CH3:12])[CH3:11])=[N:7][C:6]([CH3:13])=[C:5]([C:4]=1[C:18]1[CH:19]=[CH:20][C:21]([CH3:24])=[CH:22][CH:23]=1)[C:14]([O:16][CH3:17])=[O:15])#[N:2], predict the reactants needed to synthesize it. The reactants are: [C:1]([C:3]1[CH:4]([C:18]2[CH:23]=[CH:22][C:21]([CH3:24])=[CH:20][CH:19]=2)[C:5]([C:14]([O:16][CH3:17])=[O:15])=[C:6]([CH3:13])[NH:7][C:8]=1[CH2:9][CH:10]([CH3:12])[CH3:11])#[N:2].[N+]([O-])([O-])=O.[NH4+].[Ce].